From a dataset of Full USPTO retrosynthesis dataset with 1.9M reactions from patents (1976-2016). Predict the reactants needed to synthesize the given product. (1) Given the product [Cl:16][C:17]1[CH:18]=[CH:19][C:20]([C:23]2[CH:27]=[C:26]([C:28]([N:10]3[CH2:9][C@H:8]([CH2:11][CH:12]([CH3:14])[CH3:13])[NH:7][C:6](=[O:15])[C@@H:5]3[CH2:1][CH:2]([CH3:4])[CH3:3])=[O:29])[O:25][N:24]=2)=[CH:21][CH:22]=1, predict the reactants needed to synthesize it. The reactants are: [CH2:1]([C@@H:5]1[NH:10][CH2:9][C@H:8]([CH2:11][CH:12]([CH3:14])[CH3:13])[NH:7][C:6]1=[O:15])[CH:2]([CH3:4])[CH3:3].[Cl:16][C:17]1[CH:22]=[CH:21][C:20]([C:23]2[CH:27]=[C:26]([C:28](O)=[O:29])[O:25][N:24]=2)=[CH:19][CH:18]=1.C([C@@H]1N(C(=O)/C=C/C2C=CC=CC=2)C[C@H](CC(C)C)NC1=O)C(C)C. (2) Given the product [CH3:5][O:6][C@@H:7]([CH2:12][C:13]1[CH:14]=[CH:15][C:16]([O:19][CH3:20])=[CH:17][CH:18]=1)[C:8]([OH:10])=[O:9], predict the reactants needed to synthesize it. The reactants are: [OH-].[Na+].CO.[CH3:5][O:6][C@@H:7]([CH2:12][C:13]1[CH:18]=[CH:17][C:16]([O:19][CH3:20])=[CH:15][CH:14]=1)[C:8]([O:10]C)=[O:9].